This data is from HIV replication inhibition screening data with 41,000+ compounds from the AIDS Antiviral Screen. The task is: Binary Classification. Given a drug SMILES string, predict its activity (active/inactive) in a high-throughput screening assay against a specified biological target. The molecule is CC1(OC(=O)c2cc([N+](=O)[O-])cc([N+](=O)[O-])c2)CC2CCCCC21. The result is 0 (inactive).